Task: Predict the reactants needed to synthesize the given product.. Dataset: Full USPTO retrosynthesis dataset with 1.9M reactions from patents (1976-2016) The reactants are: [N+:1]([C:4]1[CH:5]=[C:6]([CH:32]=[CH:33][CH:34]=1)[C:7]([NH:9][CH:10]1[C:15]([Cl:16])=[CH:14][C:13]([C:17]([C:23]2[CH:28]=[CH:27][C:26]([Cl:29])=[CH:25][CH:24]=2)([OH:22])[C:18]([F:21])([F:20])[F:19])=[CH:12][C:11]1([Cl:31])F)=[O:8])([O-:3])=[O:2].[C:35](=O)([O-])[O-:36].[K+].[K+]. Given the product [N+:1]([C:4]1[CH:5]=[C:6]([CH:32]=[CH:33][CH:34]=1)[C:7]([NH:9][CH:10]1[C:15]([Cl:16])=[CH:14][C:13]([C:17]([C:23]2[CH:28]=[CH:27][C:26]([Cl:29])=[CH:25][CH:24]=2)([OH:22])[C:18]([F:20])([F:21])[F:19])=[CH:12][C:11]1([Cl:31])[O:36][CH3:35])=[O:8])([O-:3])=[O:2], predict the reactants needed to synthesize it.